The task is: Predict the product of the given reaction.. This data is from Forward reaction prediction with 1.9M reactions from USPTO patents (1976-2016). (1) Given the reactants [N+:1]([C:4]1[CH:9]=[C:8]([N+:10]([O-:12])=[O:11])[CH:7]=[CH:6][C:5]=1[S:13]([CH2:16][CH2:17][OH:18])(=[O:15])=[O:14])([O-:3])=[O:2].O.[S:20](=O)(=[O:23])([OH:22])[OH:21].[Cl-].[Na+], predict the reaction product. The product is: [S:20]([OH:23])([O:18][CH2:17][CH2:16][S:13]([C:5]1[CH:6]=[CH:7][C:8]([N+:10]([O-:12])=[O:11])=[CH:9][C:4]=1[N+:1]([O-:3])=[O:2])(=[O:15])=[O:14])(=[O:22])=[O:21]. (2) Given the reactants Cl.[CH3:2][CH:3]([CH3:7])[C:4](=[NH:6])[NH2:5].[Cl:8][C:9](Cl)(Cl)[S:10]Cl.[OH-].[Na+], predict the reaction product. The product is: [Cl:8][C:9]1[S:10][N:5]=[C:4]([CH:3]([CH3:7])[CH3:2])[N:6]=1. (3) The product is: [C:31]([C:28]1([C:24]2[CH:23]=[C:22]([CH:27]=[CH:26][CH:25]=2)[C:21]([NH:20][C:14]2[CH:15]=[CH:16][C:17]([O:18][CH3:19])=[C:12]([O:11][C:6]3[N:5]=[C:4]4[S:3][C:2]([NH:1][C:37]([CH:34]5[CH2:36][CH2:35]5)=[O:38])=[N:10][C:9]4=[CH:8][CH:7]=3)[CH:13]=2)=[O:33])[CH2:30][CH2:29]1)#[N:32]. Given the reactants [NH2:1][C:2]1[S:3][C:4]2[C:9]([N:10]=1)=[CH:8][CH:7]=[C:6]([O:11][C:12]1[CH:13]=[C:14]([NH:20][C:21](=[O:33])[C:22]3[CH:27]=[CH:26][CH:25]=[C:24]([C:28]4([C:31]#[N:32])[CH2:30][CH2:29]4)[CH:23]=3)[CH:15]=[CH:16][C:17]=1[O:18][CH3:19])[N:5]=2.[CH:34]1([C:37](Cl)=[O:38])[CH2:36][CH2:35]1, predict the reaction product. (4) Given the reactants [C:1]1([C:7]2[S:11][CH:10]=[N:9][CH:8]=2)[CH:6]=[CH:5][CH:4]=[CH:3][CH:2]=1.[Br:12][C:13]1[CH:14]=[CH:15][C:16]([Cl:21])=[C:17]([CH:20]=1)[CH:18]=O, predict the reaction product. The product is: [Br:12][C:13]1[CH:14]=[CH:15][C:16]([Cl:21])=[C:17]([CH2:18][C:10]2[S:11][C:7]([C:1]3[CH:2]=[CH:3][CH:4]=[CH:5][CH:6]=3)=[CH:8][N:9]=2)[CH:20]=1.